Task: Predict the product of the given reaction.. Dataset: Forward reaction prediction with 1.9M reactions from USPTO patents (1976-2016) (1) The product is: [C:1]([OH:5])(=[O:4])[CH:2]=[CH2:3].[CH2:6]([O:10][C:11](=[O:14])[CH:12]=[CH2:13])[CH2:7][CH2:8][CH3:9]. Given the reactants [C:1]([OH:5])(=[O:4])[CH:2]=[CH2:3].[CH2:6]([O:10][C:11](=[O:14])[CH:12]=[CH2:13])[CH2:7][CH2:8][CH3:9], predict the reaction product. (2) Given the reactants Cl.[C:2]1([C:8]2[C:12]3=[C:13]([NH:17][CH2:18][CH:19]4[CH2:24][CH2:23][NH:22][CH2:21][CH2:20]4)[N:14]=[N:15][CH:16]=[C:11]3[O:10][N:9]=2)[CH:7]=[CH:6][CH:5]=[CH:4][CH:3]=1.[Cl:25][C:26]1[CH:31]=[CH:30][CH:29]=[CH:28][C:27]=1[C:32]1[CH:36]=[C:35]([CH:37]=O)[O:34][N:33]=1, predict the reaction product. The product is: [Cl:25][C:26]1[CH:31]=[CH:30][CH:29]=[CH:28][C:27]=1[C:32]1[CH:36]=[C:35]([CH2:37][N:22]2[CH2:23][CH2:24][CH:19]([CH2:18][NH:17][C:13]3[N:14]=[N:15][CH:16]=[C:11]4[O:10][N:9]=[C:8]([C:2]5[CH:3]=[CH:4][CH:5]=[CH:6][CH:7]=5)[C:12]=34)[CH2:20][CH2:21]2)[O:34][N:33]=1. (3) Given the reactants Br[C:2]1[CH:3]=[C:4]2[CH:10]=[CH:9][NH:8][C:5]2=[N:6][CH:7]=1.[C:11]1(B(O)O)[CH:16]=[CH:15][CH:14]=[CH:13][CH:12]=1.C(=O)([O-])[O-].[K+].[K+], predict the reaction product. The product is: [C:11]1([C:2]2[CH:3]=[C:4]3[CH:10]=[CH:9][NH:8][C:5]3=[N:6][CH:7]=2)[CH:16]=[CH:15][CH:14]=[CH:13][CH:12]=1. (4) Given the reactants [CH3:1][C:2](=[O:15])[O:3][CH2:4][CH:5]([CH2:10][O:11]C(=O)C)[O:6][C:7](=[O:9])C.C(=O)(OC)OC.C[O-].[Na+], predict the reaction product. The product is: [C:2]([OH:15])(=[O:3])[CH3:1].[OH:11][CH2:10][CH:5]1[CH2:4][O:3][C:7](=[O:9])[O:6]1. (5) Given the reactants [NH:1]1[C:9]2[C:4](=[N:5][CH:6]=[CH:7][CH:8]=2)[CH:3]=[C:2]1[C:10](OC)=[O:11], predict the reaction product. The product is: [NH:1]1[C:9]2[C:4](=[N:5][CH:6]=[CH:7][CH:8]=2)[CH:3]=[C:2]1[CH:10]=[O:11]. (6) Given the reactants [NH2:1][C:2]1[CH:7]=[CH:6][C:5]([C:8]2([C:12]#[N:13])[CH2:11][CH2:10][CH2:9]2)=[CH:4][CH:3]=1.C(N(CC)CC)C.[C:21]([O:25][CH2:26][CH3:27])(=[O:24])[CH:22]=[CH2:23], predict the reaction product. The product is: [C:12]([C:8]1([C:5]2[CH:4]=[CH:3][C:2]([NH:1][CH2:23][CH2:22][C:21]([O:25][CH2:26][CH3:27])=[O:24])=[CH:7][CH:6]=2)[CH2:11][CH2:10][CH2:9]1)#[N:13]. (7) Given the reactants [CH:1]([O:4][C:5]1[CH:11]=[CH:10][C:8]([NH2:9])=[CH:7][CH:6]=1)([CH3:3])[CH3:2].[Br:12]Br, predict the reaction product. The product is: [Br:12][C:10]1[CH:11]=[C:5]([O:4][CH:1]([CH3:3])[CH3:2])[CH:6]=[CH:7][C:8]=1[NH2:9]. (8) Given the reactants [Cl:1][C:2]1[CH:3]=[C:4]([N:9]=[C:10]=[O:11])[CH:5]=[CH:6][C:7]=1[Cl:8].[OH:12][C@@H:13]1[CH2:20][N:19]([CH2:21][CH2:22][CH2:23][C@@H:24]2[N:28]3[C:29](=[O:34])[C@H:30]([CH3:33])[NH:31][CH2:32][C:27]3([CH3:35])[O:26][CH2:25]2)[CH2:18][CH2:17][C:14]21[CH2:16][CH2:15]2, predict the reaction product. The product is: [Cl:1][C:2]1[CH:3]=[C:4]([NH:9][C:10]([N:31]2[C@@H:30]([CH3:33])[C:29](=[O:34])[N:28]3[C@@H:24]([CH2:23][CH2:22][CH2:21][N:19]4[CH2:18][CH2:17][C:14]5([CH2:15][CH2:16]5)[C@H:13]([OH:12])[CH2:20]4)[CH2:25][O:26][C:27]3([CH3:35])[CH2:32]2)=[O:11])[CH:5]=[CH:6][C:7]=1[Cl:8]. (9) Given the reactants [N+:1]([C:4]1[CH:5]=[CH:6][C:7]([NH:10][CH:11]2[CH2:16][CH2:15][N:14]([C:17](=O)[CH2:18][CH2:19][CH2:20][N:21]3[CH2:26][CH2:25][N:24]([C:27]4[CH:32]=[CH:31][C:30]([C:33]([F:36])([F:35])[F:34])=[CH:29][CH:28]=4)[CH2:23][CH2:22]3)[CH2:13][CH2:12]2)=[N:8][CH:9]=1)([O-:3])=[O:2].COC1C=CC(P2(SP(C3C=CC(OC)=CC=3)(=S)S2)=[S:47])=CC=1, predict the reaction product. The product is: [N+:1]([C:4]1[CH:5]=[CH:6][C:7]([NH:10][CH:11]2[CH2:16][CH2:15][N:14]([C:17](=[S:47])[CH2:18][CH2:19][CH2:20][N:21]3[CH2:26][CH2:25][N:24]([C:27]4[CH:32]=[CH:31][C:30]([C:33]([F:36])([F:35])[F:34])=[CH:29][CH:28]=4)[CH2:23][CH2:22]3)[CH2:13][CH2:12]2)=[N:8][CH:9]=1)([O-:3])=[O:2]. (10) Given the reactants [F:1][C:2]1[CH:7]=[CH:6][C:5]([OH:8])=[C:4]([CH3:9])[C:3]=1[NH:10][CH2:11][C:12]1[CH:17]=[C:16]([C:18]2[CH:23]=[CH:22][CH:21]=[C:20]([F:24])[CH:19]=2)[CH:15]=[CH:14][C:13]=1[F:25].C([O-])([O-])=O.[Cs+].[Cs+].Br[CH2:33][C:34]([O:36][CH2:37][CH3:38])=[O:35].O, predict the reaction product. The product is: [F:1][C:2]1[CH:7]=[CH:6][C:5]([O:8][CH2:33][C:34]([O:36][CH2:37][CH3:38])=[O:35])=[C:4]([CH3:9])[C:3]=1[NH:10][CH2:11][C:12]1[CH:17]=[C:16]([C:18]2[CH:23]=[CH:22][CH:21]=[C:20]([F:24])[CH:19]=2)[CH:15]=[CH:14][C:13]=1[F:25].